From a dataset of Catalyst prediction with 721,799 reactions and 888 catalyst types from USPTO. Predict which catalyst facilitates the given reaction. (1) Reactant: [Cl:1][C:2]1[CH:3]=[C:4]2[N:32]=[C:31]([O:33][C@H:34]3[C@H:38]4[O:39][CH2:40][C@@H:41]([OH:42])[C@H:37]4[O:36][CH2:35]3)[N:30](COCC[Si](C)(C)C)[C:5]2=[N:6][C:7]=1[C:8]1[CH:13]=[CH:12][C:11]([C:14]2[N:19]=[CH:18][C:17]([S:20]([CH3:29])(=[N:22]C(=O)C(F)(F)F)=[O:21])=[CH:16][N:15]=2)=[CH:10][CH:9]=1.FC(F)(F)C(O)=O. Product: [Cl:1][C:2]1[CH:3]=[C:4]2[N:32]=[C:31]([O:33][C@H:34]3[C@H:38]4[O:39][CH2:40][C@@H:41]([OH:42])[C@H:37]4[O:36][CH2:35]3)[NH:30][C:5]2=[N:6][C:7]=1[C:8]1[CH:13]=[CH:12][C:11]([C:14]2[N:15]=[CH:16][C:17]([S:20]([CH3:29])(=[NH:22])=[O:21])=[CH:18][N:19]=2)=[CH:10][CH:9]=1. The catalyst class is: 4. (2) Reactant: [Cl:1][C:2]1[N:7]=[CH:6][C:5]([CH2:8][C:9]([OH:11])=O)=[CH:4][CH:3]=1.[F:12][C:13]1[CH:14]=[C:15]([C:19]2[CH:20]=[CH:21][C:22]([NH2:25])=[N:23][CH:24]=2)[CH:16]=[CH:17][CH:18]=1.CN(C(ON1N=NC2C=CC=NC1=2)=[N+](C)C)C.F[P-](F)(F)(F)(F)F.CCN(C(C)C)C(C)C. Product: [Cl:1][C:2]1[N:7]=[CH:6][C:5]([CH2:8][C:9]([NH:25][C:22]2[CH:21]=[CH:20][C:19]([C:15]3[CH:16]=[CH:17][CH:18]=[C:13]([F:12])[CH:14]=3)=[CH:24][N:23]=2)=[O:11])=[CH:4][CH:3]=1. The catalyst class is: 3.